Dataset: Forward reaction prediction with 1.9M reactions from USPTO patents (1976-2016). Task: Predict the product of the given reaction. (1) Given the reactants [C:1]([O:5][C:6](=[O:39])[NH:7][CH:8]1[CH2:13][CH2:12][CH:11]([NH:14][C:15]2[N:20]=[C:19]3[N:21]([CH2:31][O:32][CH2:33][CH2:34][Si:35]([CH3:38])([CH3:37])[CH3:36])[N:22]=[C:23]([C:24]4[CH:29]=[CH:28][CH:27]=[C:26](Br)[CH:25]=4)[C:18]3=[CH:17][N:16]=2)[CH2:10][CH2:9]1)([CH3:4])([CH3:3])[CH3:2].[S:40]1[CH:44]=[CH:43][C:42](NC)=[CH:41]1.[CH3:47][N:48](C1C(C2C(P(C3CCCCC3)C3CCCCC3)=CC=CC=2)=CC=CC=1)C.C(O[Na])(C)(C)C, predict the reaction product. The product is: [C:1]([O:5][C:6](=[O:39])[NH:7][CH:8]1[CH2:13][CH2:12][CH:11]([NH:14][C:15]2[N:20]=[C:19]3[N:21]([CH2:31][O:32][CH2:33][CH2:34][Si:35]([CH3:38])([CH3:37])[CH3:36])[N:22]=[C:23]([C:24]4[CH:29]=[CH:28][CH:27]=[C:26]([NH:48][CH2:47][C:42]5[CH:43]=[CH:44][S:40][CH:41]=5)[CH:25]=4)[C:18]3=[CH:17][N:16]=2)[CH2:10][CH2:9]1)([CH3:4])([CH3:3])[CH3:2]. (2) Given the reactants [CH3:1][N:2]1[CH2:7][CH2:6][N:5]([C:8]2[C:17]3[C:12](=[CH:13][CH:14]=[CH:15][CH:16]=3)[CH:11]=[C:10]([NH2:18])[N:9]=2)[CH2:4][CH2:3]1.N1C=CC=CC=1.[C:25]1([S:31]([Cl:34])(=[O:33])=[O:32])[CH:30]=[CH:29][CH:28]=[CH:27][CH:26]=1, predict the reaction product. The product is: [ClH:34].[CH3:1][N:2]1[CH2:3][CH2:4][N:5]([C:8]2[C:17]3[C:12](=[CH:13][CH:14]=[CH:15][CH:16]=3)[CH:11]=[C:10]([NH:18][S:31]([C:25]3[CH:30]=[CH:29][CH:28]=[CH:27][CH:26]=3)(=[O:33])=[O:32])[N:9]=2)[CH2:6][CH2:7]1. (3) Given the reactants [I-].[CH3:2][N+:3]1([CH3:12])[CH2:8][CH2:7][CH2:6][CH2:5][CH:4]1[CH:9]([CH3:11])[CH3:10].[OH-:13], predict the reaction product. The product is: [OH-:13].[CH3:2][N+:3]1([CH3:12])[CH2:8][CH2:7][CH2:6][CH2:5][CH:4]1[CH:9]([CH3:10])[CH3:11]. (4) The product is: [O:27]=[C:22]1[NH:23][C:24](=[O:26])[C:25](=[CH:1][C:3]2[CH:4]=[N:5][N:6]3[CH:11]=[CH:10][C:9]([C:12]4[CH:13]=[C:14]([CH:18]=[CH:19][CH:20]=4)[C:15]([O:17][CH3:29])=[O:16])=[N:8][C:7]=23)[S:21]1. Given the reactants [CH:1]([C:3]1[CH:4]=[N:5][N:6]2[CH:11]=[CH:10][C:9]([C:12]3[CH:13]=[C:14]([CH:18]=[CH:19][CH:20]=3)[C:15]([O-:17])=[O:16])=[N:8][C:7]=12)=O.[S:21]1[CH2:25][C:24](=[O:26])[NH:23][C:22]1=[O:27].N1CCCC[CH2:29]1, predict the reaction product. (5) Given the reactants [CH2:1]([N:3]([C:9]1[CH:14]=[CH:13][CH:12]=[CH:11][C:10]=1[CH2:15][NH:16][C:17]1[C:22]2[C:23](I)=[N:24][N:25](COCC[Si](C)(C)C)[C:21]=2[CH:20]=[C:19]([C:35]2[CH:40]=[C:39]([F:41])[C:38]([O:42]COCC[Si](C)(C)C)=[CH:37][C:36]=2[CH2:51][C:52]([F:55])([F:54])[F:53])[N:18]=1)[S:4]([CH2:7][CH3:8])(=[O:6])=[O:5])[CH3:2].C1CCN2[C:59](=[N:60][CH2:61]CC2)CC1.C1C[O:70]CC1, predict the reaction product. The product is: [CH2:1]([N:3]([S:4]([CH2:7][CH3:8])(=[O:5])=[O:6])[C:9]1[CH:14]=[CH:13][CH:12]=[CH:11][C:10]=1[CH2:15][NH:16][C:17]1[C:22]2[C:23]([C:61]([NH:60][CH3:59])=[O:70])=[N:24][NH:25][C:21]=2[CH:20]=[C:19]([C:35]2[CH:40]=[C:39]([F:41])[C:38]([OH:42])=[CH:37][C:36]=2[CH2:51][C:52]([F:53])([F:55])[F:54])[N:18]=1)[CH3:2]. (6) Given the reactants [CH:1]([C:4]1[CH:5]=[C:6]([CH:19]=[CH:20][C:21]=1[O:22]C)[O:7][C:8]1[C:13]([CH3:14])=[CH:12][C:11]([N+:15]([O-:17])=[O:16])=[CH:10][C:9]=1[CH3:18])([CH3:3])[CH3:2].B(Br)(Br)Br, predict the reaction product. The product is: [CH3:18][C:9]1[CH:10]=[C:11]([N+:15]([O-:17])=[O:16])[CH:12]=[C:13]([CH3:14])[C:8]=1[O:7][C:6]1[CH:19]=[CH:20][C:21]([OH:22])=[C:4]([CH:1]([CH3:3])[CH3:2])[CH:5]=1. (7) The product is: [CH3:28][C:24]1([CH3:27])[CH2:25][CH2:26][CH:21]([N:13]([C:14]([CH:16]2[CH2:20][CH2:19][CH2:18][O:17]2)=[O:15])[C@@H:11]2[CH2:12][NH:8][C@H:9]([C:29]([NH:31][CH2:32][CH3:33])=[O:30])[CH2:10]2)[CH2:22][CH2:23]1. Given the reactants C([N:8]1[CH2:12][C@@H:11]([N:13]([CH:21]2[CH2:26][CH2:25][C:24]([CH3:28])([CH3:27])[CH2:23][CH2:22]2)[C:14]([C@@H:16]2[CH2:20][CH2:19][CH2:18][O:17]2)=[O:15])[CH2:10][C@H:9]1[C:29]([NH:31][CH2:32][CH3:33])=[O:30])(OC(C)(C)C)=O, predict the reaction product. (8) The product is: [CH3:25][C:26]1[CH:31]=[CH:30][C:29]([C:2]2[CH:14]=[C:13]([C:15]([OH:24])([C:20]([F:21])([F:22])[F:23])[C:16]([F:17])([F:19])[F:18])[CH:12]=[C:4]([C:5]([O:7][C:8]([CH3:9])([CH3:10])[CH3:11])=[O:6])[CH:3]=2)=[CH:28][CH:27]=1. Given the reactants Br[C:2]1[CH:3]=[C:4]([CH:12]=[C:13]([C:15]([OH:24])([C:20]([F:23])([F:22])[F:21])[C:16]([F:19])([F:18])[F:17])[CH:14]=1)[C:5]([O:7][C:8]([CH3:11])([CH3:10])[CH3:9])=[O:6].[CH3:25][C:26]1[CH:31]=[CH:30][C:29](B(O)O)=[CH:28][CH:27]=1.C([O-])([O-])=O.[K+].[K+], predict the reaction product.